This data is from Catalyst prediction with 721,799 reactions and 888 catalyst types from USPTO. The task is: Predict which catalyst facilitates the given reaction. (1) The catalyst class is: 7. Reactant: I[C:2]1[CH:3]=[C:4]([C:12]2[O:13][CH2:14][C:15]([CH3:18])([CH3:17])[N:16]=2)[CH:5]=[C:6]([C:8]([F:11])([F:10])[F:9])[CH:7]=1.[B:19]([O:28]C(C)C)([O:24]C(C)C)[O:20]C(C)C.C([Li])CCC. Product: [CH3:17][C:15]1([CH3:18])[CH2:14][O:13][C:12]([C:4]2[CH:3]=[C:2]([O:20][B:19]([OH:28])[OH:24])[CH:7]=[C:6]([C:8]([F:11])([F:10])[F:9])[CH:5]=2)=[N:16]1. (2) Reactant: Cl[C:2]1[CH:3]=[CH:4][C:5]2[N:6]([C:8]([C:11]3[CH:16]=[CH:15][CH:14]=[C:13]([O:17][C:18]([F:21])([F:20])[F:19])[CH:12]=3)=[CH:9][N:10]=2)[N:7]=1.Cl.[NH2:23][CH2:24][CH2:25][C:26]([CH3:29])([OH:28])[CH3:27].C([O-])(O)=O.[Na+]. Product: [CH3:27][C:26]([OH:28])([CH2:25][CH2:24][NH:23][C:2]1[CH:3]=[CH:4][C:5]2[N:6]([C:8]([C:11]3[CH:16]=[CH:15][CH:14]=[C:13]([O:17][C:18]([F:21])([F:20])[F:19])[CH:12]=3)=[CH:9][N:10]=2)[N:7]=1)[CH3:29]. The catalyst class is: 37. (3) Reactant: [Cl:1][C:2]1[C:8]([Cl:9])=[CH:7][CH:6]=[CH:5][C:3]=1[NH2:4].[Br:10][C:11]1[CH:12]=[C:13]([C:18](Cl)=[O:19])[C:14]([Cl:17])=[N:15][CH:16]=1. Product: [Br:10][C:11]1[CH:12]=[C:13]([C:18]([NH:4][C:3]2[CH:5]=[CH:6][CH:7]=[C:8]([Cl:9])[C:2]=2[Cl:1])=[O:19])[C:14]([Cl:17])=[N:15][CH:16]=1. The catalyst class is: 27.